This data is from Full USPTO retrosynthesis dataset with 1.9M reactions from patents (1976-2016). The task is: Predict the reactants needed to synthesize the given product. (1) Given the product [CH3:1][C:2]1[CH:10]=[CH:9][CH:8]=[C:7]2[C:3]=1[CH2:4][CH2:5][CH:6]2[NH2:14], predict the reactants needed to synthesize it. The reactants are: [CH3:1][C:2]1[CH:10]=[CH:9][CH:8]=[C:7]2[C:3]=1[CH2:4][CH2:5][C:6]2=O.[BH3-]C#[N:14].[Na+]. (2) The reactants are: [C:1]1([CH:7]([CH3:38])[CH2:8][N:9]([CH2:17][CH2:18][CH2:19][S:20][CH2:21][CH2:22][NH:23][CH2:24][C@H:25]([OH:37])[C:26]2[C:34]3[S:33][C:32](=[O:35])[NH:31][C:30]=3[C:29]([OH:36])=[CH:28][CH:27]=2)C(=O)OC(C)(C)C)[CH:6]=[CH:5][CH:4]=[CH:3][CH:2]=1.[ClH:39]. Given the product [ClH:39].[ClH:39].[C:1]1([CH:7]([CH3:38])[CH2:8][NH:9][CH2:17][CH2:18][CH2:19][S:20][CH2:21][CH2:22][NH:23][CH2:24][C@@H:25]([C:26]2[C:34]3[S:33][C:32](=[O:35])[NH:31][C:30]=3[C:29]([OH:36])=[CH:28][CH:27]=2)[OH:37])[CH:6]=[CH:5][CH:4]=[CH:3][CH:2]=1, predict the reactants needed to synthesize it.